Predict the reactants needed to synthesize the given product. From a dataset of Full USPTO retrosynthesis dataset with 1.9M reactions from patents (1976-2016). (1) Given the product [CH3:29][C:27]1[NH:26][N:25]=[C:24]([NH:23][C:13]2[N:12]=[C:11]([O:1][C:2]3[CH:9]=[CH:8][C:5]([C:6]#[N:7])=[CH:4][CH:3]=3)[C:20]3[C:15]([CH:14]=2)=[CH:16][C:17]([O:21][CH3:22])=[CH:18][CH:19]=3)[CH:28]=1, predict the reactants needed to synthesize it. The reactants are: [OH:1][C:2]1[CH:9]=[CH:8][C:5]([C:6]#[N:7])=[CH:4][CH:3]=1.Cl[C:11]1[C:20]2[C:15](=[CH:16][C:17]([O:21][CH3:22])=[CH:18][CH:19]=2)[CH:14]=[C:13]([NH:23][C:24]2[CH:28]=[C:27]([CH3:29])[NH:26][N:25]=2)[N:12]=1. (2) Given the product [F:26][C:20]1[CH:21]=[CH:22][CH:23]=[C:24]([F:25])[C:19]=1[CH2:18][O:17][C:16]1[C:11]2[N:12]([C:8]([C:6]#[C:5][Si:2]([CH3:4])([CH3:3])[CH3:1])=[C:9]([CH3:27])[N:10]=2)[CH:13]=[CH:14][CH:15]=1, predict the reactants needed to synthesize it. The reactants are: [CH3:1][Si:2]([C:5]#[CH:6])([CH3:4])[CH3:3].Br[C:8]1[N:12]2[CH:13]=[CH:14][CH:15]=[C:16]([O:17][CH2:18][C:19]3[C:24]([F:25])=[CH:23][CH:22]=[CH:21][C:20]=3[F:26])[C:11]2=[N:10][C:9]=1[CH3:27].C(N(CC)CC)C. (3) Given the product [NH2:8][C:1]1[C:6]([CH3:7])=[C:5]([O:12][CH3:9])[CH:4]=[CH:3][C:2]=1[C:17]#[N:18], predict the reactants needed to synthesize it. The reactants are: [CH2:1]([NH2:8])[CH2:2][CH2:3][CH2:4][CH2:5][CH:6]=[CH2:7].[C:9]([O-:12])([O-])=O.[K+].[K+].CI.[CH3:17][N:18](C=O)C. (4) Given the product [OH:6][CH:5]([CH2:4][OH:3])[CH2:7][CH2:8][O:9][C:10]1[CH:17]=[C:16]([F:18])[CH:15]=[C:14]([NH:19][C:20]2[CH:25]=[CH:24][C:23]([I:26])=[CH:22][C:21]=2[F:27])[C:11]=1[C:12]#[N:13], predict the reactants needed to synthesize it. The reactants are: CC1(C)[O:6][CH:5]([CH2:7][CH2:8][O:9][C:10]2[CH:17]=[C:16]([F:18])[CH:15]=[C:14]([NH:19][C:20]3[CH:25]=[CH:24][C:23]([I:26])=[CH:22][C:21]=3[F:27])[C:11]=2[C:12]#[N:13])[CH2:4][O:3]1.Cl. (5) The reactants are: [CH3:1][C:2]1([CH3:26])[C:6]([CH3:8])([CH3:7])[O:5][B:4]([C:9]2[CH:18]=[CH:17][CH:16]=[C:15]3[C:10]=2[CH2:11][CH2:12][N:13](C(OC(C)(C)C)=O)[CH2:14]3)[O:3]1.Cl.O1CCOCC1.[S:34]1[C:38]([NH2:39])=[N:37][CH:36]=[N:35]1.C(N(CC)CC)C.[S:47](Cl)(Cl)(=[O:49])=[O:48]. Given the product [CH3:7][C:6]1([CH3:8])[C:2]([CH3:26])([CH3:1])[O:3][B:4]([C:9]2[CH:18]=[CH:17][CH:16]=[C:15]3[C:10]=2[CH2:11][CH2:12][N:13]([S:47]([NH:39][C:38]2[S:34][N:35]=[CH:36][N:37]=2)(=[O:49])=[O:48])[CH2:14]3)[O:5]1, predict the reactants needed to synthesize it. (6) Given the product [CH3:15][C:7]1[C:6]2[C:10](=[CH:11][C:41]([C:39]([OH:38])=[O:40])=[CH:4][C:5]=2[C:16]([NH:18][CH2:19][C:20]2[C:21](=[O:30])[NH:22][C:23]([CH3:29])=[CH:24][C:25]=2[CH2:26][CH2:27][CH3:28])=[O:17])[N:9]([CH:12]([CH3:13])[CH3:14])[CH:8]=1, predict the reactants needed to synthesize it. The reactants are: C(C1[CH:4]=[C:5]([C:16]([NH:18][CH2:19][C:20]2[C:21](=[O:30])[NH:22][C:23]([CH3:29])=[CH:24][C:25]=2[CH2:26][CH2:27][CH3:28])=[O:17])[C:6]2[C:7]([CH3:15])=[CH:8][N:9]([CH:12]([CH3:14])[CH3:13])[C:10]=2[CH:11]=1)#N.[OH-].[K+].C(O)C.CC[O:38][C:39]([CH3:41])=[O:40].